Dataset: Full USPTO retrosynthesis dataset with 1.9M reactions from patents (1976-2016). Task: Predict the reactants needed to synthesize the given product. (1) Given the product [F:17][C:18]1[CH:26]=[CH:25][C:24]([CH:27]=[O:28])=[CH:23][C:19]=1[C:20]([N:13]1[CH2:14][CH2:15][C@H:11]([NH:10][C:9](=[O:16])[O:8][CH2:1][C:2]2[CH:7]=[CH:6][CH:5]=[CH:4][CH:3]=2)[CH2:12]1)=[O:21], predict the reactants needed to synthesize it. The reactants are: [CH2:1]([O:8][C:9](=[O:16])[NH:10][C@H:11]1[CH2:15][CH2:14][NH:13][CH2:12]1)[C:2]1[CH:7]=[CH:6][CH:5]=[CH:4][CH:3]=1.[F:17][C:18]1[CH:26]=[CH:25][C:24]([CH:27]=[O:28])=[CH:23][C:19]=1[C:20](O)=[O:21].F[P-](F)(F)(F)(F)F.N1(OC(N(C)C)=[N+](C)C)C2C=CC=CC=2N=N1.C(N(CC)C(C)C)(C)C. (2) Given the product [F:76][C:73]([F:74])([F:75])[C:67]1[CH:66]=[C:65]([NH:64][CH:61]2[CH2:62][CH2:63][N:58]([C:19](=[O:20])[CH2:18][CH2:17][CH2:16][N:13]3[CH2:14][CH2:15][N:10]([C:7]4[CH:6]=[CH:5][C:4]([C:3]([F:22])([F:23])[F:2])=[CH:9][CH:8]=4)[CH2:11][CH2:12]3)[CH2:59][CH2:60]2)[CH:72]=[CH:71][C:68]=1[C:69]#[N:70], predict the reactants needed to synthesize it. The reactants are: [Li+].[F:2][C:3]([F:23])([F:22])[C:4]1[CH:9]=[CH:8][C:7]([N:10]2[CH2:15][CH2:14][N:13]([CH2:16][CH2:17][CH2:18][C:19]([O-])=[O:20])[CH2:12][CH2:11]2)=[CH:6][CH:5]=1.C(N(C(C)C)CC)(C)C.F[P-](F)(F)(F)(F)F.CN(C)C(ON1C2C=CC=CC=2N=N1)=[N+](C)C.Cl.[NH:58]1[CH2:63][CH2:62][CH:61]([NH:64][C:65]2[CH:72]=[CH:71][C:68]([C:69]#[N:70])=[C:67]([C:73]([F:76])([F:75])[F:74])[CH:66]=2)[CH2:60][CH2:59]1. (3) Given the product [CH2:3]1[C:4]2[C:9](=[CH:8][CH:7]=[CH:6][CH:5]=2)[CH2:10][CH:2]1[NH:1][CH:11]=[O:12], predict the reactants needed to synthesize it. The reactants are: [NH2:1][CH:2]1[CH2:10][C:9]2[C:4](=[CH:5][CH:6]=[CH:7][CH:8]=2)[CH2:3]1.[CH:11](O)=[O:12].C(=O)([O-])[O-].[Na+].[Na+]. (4) Given the product [N+:8]([C:5]1[CH:6]=[CH:7][C:2]([C:11]2[CH:16]=[CH:15][CH:14]=[CH:13][CH:12]=2)=[N:3][CH:4]=1)([O-:10])=[O:9], predict the reactants needed to synthesize it. The reactants are: Br[C:2]1[CH:7]=[CH:6][C:5]([N+:8]([O-:10])=[O:9])=[CH:4][N:3]=1.[C:11]1(B(O)O)[CH:16]=[CH:15][CH:14]=[CH:13][CH:12]=1.[O-]P([O-])([O-])=O.[K+].[K+].[K+].